Dataset: Catalyst prediction with 721,799 reactions and 888 catalyst types from USPTO. Task: Predict which catalyst facilitates the given reaction. (1) Reactant: [Br:1][CH2:2][C:3]([C:5]1[C:6](=[O:16])[O:7][C:8]2[C:13]([CH:14]=1)=[CH:12][CH:11]=[C:10]([F:15])[CH:9]=2)=O.[CH2:17]([C:19]1[S:23][C:22]([NH2:24])=[N:21][CH:20]=1)[CH3:18]. Product: [BrH:1].[CH2:17]([C:19]1[S:23][C:22]2=[N:24][C:3]([C:5]3[C:6](=[O:16])[O:7][C:8]4[C:13]([CH:14]=3)=[CH:12][CH:11]=[C:10]([F:15])[CH:9]=4)=[CH:2][N:21]2[CH:20]=1)[CH3:18]. The catalyst class is: 14. (2) Reactant: [Cl:1][C:2]1[CH:3]=[CH:4][C:5]([F:20])=[C:6]([C:8]2[N:13]=[C:12](I)[C:11]3[CH2:15][C:16]([CH3:19])([CH3:18])[CH2:17][C:10]=3[N:9]=2)[CH:7]=1.[CH3:21][O:22][C:23](=[O:31])[C:24]1[C:29]([NH2:30])=[CH:28][CH:27]=[N:26][CH:25]=1.C1C=CC(P(C2C=CC3C(=CC=CC=3)C=2C2C3C(=CC=CC=3)C=CC=2P(C2C=CC=CC=2)C2C=CC=CC=2)C2C=CC=CC=2)=CC=1.C([O-])([O-])=O.[Cs+].[Cs+]. Product: [CH3:21][O:22][C:23](=[O:31])[C:24]1[C:29]([NH:30][C:12]2[C:11]3[CH2:15][C:16]([CH3:19])([CH3:18])[CH2:17][C:10]=3[N:9]=[C:8]([C:6]3[CH:7]=[C:2]([Cl:1])[CH:3]=[CH:4][C:5]=3[F:20])[N:13]=2)=[CH:28][CH:27]=[N:26][CH:25]=1. The catalyst class is: 231. (3) Reactant: Cl[CH2:2][C:3]1[N:13]2[C:14]3[C:9]([CH2:10][CH2:11][CH:12]2[CH3:15])=[CH:8][C:7]([F:16])=[CH:6][C:5]=3[N:4]=1.[C:17]1([CH:23]2[CH2:28][CH2:27][NH:26][CH2:25][CH2:24]2)[CH:22]=[CH:21][CH:20]=[CH:19][CH:18]=1.C(=O)([O-])[O-].[K+].[K+]. Product: [F:16][C:7]1[CH:8]=[C:9]2[C:14]3=[C:5]([N:4]=[C:3]([CH2:2][N:26]4[CH2:27][CH2:28][CH:23]([C:17]5[CH:22]=[CH:21][CH:20]=[CH:19][CH:18]=5)[CH2:24][CH2:25]4)[N:13]3[CH:12]([CH3:15])[CH2:11][CH2:10]2)[CH:6]=1. The catalyst class is: 47.